Regression. Given a peptide amino acid sequence and an MHC pseudo amino acid sequence, predict their binding affinity value. This is MHC class II binding data. From a dataset of Peptide-MHC class II binding affinity with 134,281 pairs from IEDB. (1) The peptide sequence is LAARTLLAAADELVG. The MHC is DRB1_0802 with pseudo-sequence DRB1_0802. The binding affinity (normalized) is 0.451. (2) The peptide sequence is PETEKAEEVEKIEKT. The MHC is DRB1_0802 with pseudo-sequence DRB1_0802. The binding affinity (normalized) is 0.180. (3) The peptide sequence is DVNAGFKAAVAAAAN. The MHC is DRB3_0202 with pseudo-sequence DRB3_0202. The binding affinity (normalized) is 0.374. (4) The peptide sequence is EKKYFAATDFEPLAA. The MHC is DRB1_1602 with pseudo-sequence DRB1_1602. The binding affinity (normalized) is 0.451. (5) The peptide sequence is QRNFFSPQIITTDNT. The MHC is DRB1_0101 with pseudo-sequence DRB1_0101. The binding affinity (normalized) is 0.408. (6) The peptide sequence is GSDPKKLVLNIKYTRPGDSL. The MHC is HLA-DPA10201-DPB11401 with pseudo-sequence HLA-DPA10201-DPB11401. The binding affinity (normalized) is 0.526.